This data is from Reaction yield outcomes from USPTO patents with 853,638 reactions. The task is: Predict the reaction yield, written as a fraction of the theoretical maximum amount of product (1.0 means a 100% yield; for example, 0.34 means a 34% yield). (1) The reactants are [Br:1][C:2]1[CH:3]=[C:4]([C:9]([C:11]2[CH:12]=[N:13][CH:14]=[CH:15][CH:16]=2)=O)[CH:5]=[C:6]([Cl:8])[CH:7]=1.C(O)CO.[OH-].[K+]. The catalyst is O. The product is [Br:1][C:2]1[CH:3]=[C:4]([CH:5]=[C:6]([Cl:8])[CH:7]=1)[CH2:9][C:11]1[CH:12]=[N:13][CH:14]=[CH:15][CH:16]=1. The yield is 0.700. (2) The reactants are Cl[C:2]1[N:7]=[C:6]([NH2:8])[CH:5]=[CH:4][N:3]=1.[CH3:9][C:10]1([CH3:17])[CH:15]([OH:16])[CH2:14][CH2:13][NH:12][CH2:11]1.C(N(CC)CC)C.CC(O)C. The catalyst is C(=O)(O)[O-].[Na+]. The product is [NH2:8][C:6]1[CH:5]=[CH:4][N:3]=[C:2]([N:12]2[CH2:13][CH2:14][CH:15]([OH:16])[C:10]([CH3:17])([CH3:9])[CH2:11]2)[N:7]=1. The yield is 0.700. (3) The reactants are [CH3:1][C:2]1[N:3]=[CH:4][N:5]([CH:9]([CH3:11])[CH3:10])[C:6]=1[CH:7]=[O:8].[BH4-].[Na+].O. The catalyst is CO. The product is [CH3:1][C:2]1[N:3]=[CH:4][N:5]([CH:9]([CH3:11])[CH3:10])[C:6]=1[CH2:7][OH:8]. The yield is 0.750. (4) The reactants are [N:1]1[C:5]2[C:6]3[C:11]([CH:12]=[CH:13][C:4]=2[NH:3][CH:2]=1)=[CH:10][C:9]([CH:14]=[O:15])=[CH:8][CH:7]=3.[Cl:16][C:17]1[CH:18]=[C:19](B(O)O)[CH:20]=[C:21]([Cl:23])[CH:22]=1.C(N(CC)CC)C.N1C=CC=CC=1. The catalyst is C(Cl)Cl.C([O-])(=O)C.[Cu+2].C([O-])(=O)C. The product is [Cl:16][C:17]1[CH:18]=[C:19]([N:3]2[C:4]3[CH:13]=[CH:12][C:11]4[C:6]([C:5]=3[N:1]=[CH:2]2)=[CH:7][CH:8]=[C:9]([CH:14]=[O:15])[CH:10]=4)[CH:20]=[C:21]([Cl:23])[CH:22]=1. The yield is 0.190. (5) The reactants are [BH4-].[Na+].[CH2:3]([O:5][C:6](=[O:31])[C:7]([CH3:30])([CH3:29])[C:8]([C:10]1[CH:15]=[CH:14][C:13]([O:16][CH2:17][C:18]2[C:27]3[C:22](=[CH:23][CH:24]=[CH:25][CH:26]=3)[N:21]=[C:20]([CH3:28])[CH:19]=2)=[CH:12][CH:11]=1)=[O:9])[CH3:4]. The catalyst is CO. The product is [CH2:3]([O:5][C:6](=[O:31])[C:7]([CH3:30])([CH3:29])[CH:8]([OH:9])[C:10]1[CH:15]=[CH:14][C:13]([O:16][CH2:17][C:18]2[C:27]3[C:22](=[CH:23][CH:24]=[CH:25][CH:26]=3)[N:21]=[C:20]([CH3:28])[CH:19]=2)=[CH:12][CH:11]=1)[CH3:4]. The yield is 0.500. (6) The yield is 0.450. The reactants are [CH3:1][C:2]1[S:6][C:5]([NH:7][C:8]2[CH:13]=[CH:12][CH:11]=[CH:10][N:9]=2)=[N:4][C:3]=1[C:14]1[CH:15]=[N:16][N:17]([CH2:19][C:20]([O:22]CC)=O)[CH:18]=1.[CH3:25][NH2:26]. The catalyst is CO. The product is [CH3:25][NH:26][C:20](=[O:22])[CH2:19][N:17]1[CH:18]=[C:14]([C:3]2[N:4]=[C:5]([NH:7][C:8]3[CH:13]=[CH:12][CH:11]=[CH:10][N:9]=3)[S:6][C:2]=2[CH3:1])[CH:15]=[N:16]1. (7) The reactants are [CH3:1][Si:2]([CH3:15])([CH3:14])[CH2:3][CH2:4][O:5][CH2:6][N:7]1[CH:11]=[C:10]([C:12]#[N:13])[N:9]=[CH:8]1.C1C(=O)N([Br:23])C(=O)C1.CC(N=NC(C#N)(C)C)(C#N)C. The catalyst is C(Cl)(Cl)(Cl)Cl.CCOC(C)=O. The product is [Br:23][C:8]1[N:7]([CH2:6][O:5][CH2:4][CH2:3][Si:2]([CH3:15])([CH3:14])[CH3:1])[CH:11]=[C:10]([C:12]#[N:13])[N:9]=1. The yield is 0.770. (8) The reactants are [Br:1][C:2]1[CH:7]=[CH:6][C:5]([C@@H:8]([NH:10][CH2:11][CH2:12][C:13](=[O:17])[CH:14]([CH3:16])[CH3:15])[CH3:9])=[CH:4][CH:3]=1.[CH2:18]([Mg]Br)[CH:19]=[CH2:20]. The catalyst is C1COCC1. The product is [Br:1][C:2]1[CH:3]=[CH:4][C:5]([C@@H:8]([NH:10][CH2:11][CH2:12][C:13]([CH:14]([CH3:16])[CH3:15])([OH:17])[CH2:20][CH:19]=[CH2:18])[CH3:9])=[CH:6][CH:7]=1. The yield is 0.950. (9) The reactants are [N+:1]([C:4]1[CH:9]=[CH:8][C:7]([S:10](Cl)(=[O:12])=[O:11])=[CH:6][CH:5]=1)([O-:3])=[O:2].[CH2:14]([NH2:18])[CH2:15][CH2:16][CH3:17]. The yield is 0.860. The product is [CH2:14]([NH:18][S:10]([C:7]1[CH:8]=[CH:9][C:4]([N+:1]([O-:3])=[O:2])=[CH:5][CH:6]=1)(=[O:12])=[O:11])[CH2:15][CH2:16][CH3:17]. The catalyst is C1COCC1.CN(C)C1C=CN=CC=1.